This data is from Catalyst prediction with 721,799 reactions and 888 catalyst types from USPTO. The task is: Predict which catalyst facilitates the given reaction. Reactant: [C:1]([O:5][C:6](=[O:32])[CH2:7][O:8][CH2:9][CH2:10][O:11][CH2:12][CH2:13][NH:14]C(OCC1C2C=CC=CC=2C2C1=CC=CC=2)=O)([CH3:4])([CH3:3])[CH3:2].N1CCCCC1. Product: [C:1]([O:5][C:6](=[O:32])[CH2:7][O:8][CH2:9][CH2:10][O:11][CH2:12][CH2:13][NH2:14])([CH3:4])([CH3:2])[CH3:3]. The catalyst class is: 3.